This data is from Forward reaction prediction with 1.9M reactions from USPTO patents (1976-2016). The task is: Predict the product of the given reaction. (1) Given the reactants [CH3:1][S:2]([O:5][C:6]1[C:14]([O:15][CH3:16])=[CH:13][C:12]([C:17]2[N:18]([C:28]([O:30][C:31]([CH3:34])([CH3:33])[CH3:32])=[O:29])[C:19]3[C:24]([CH:25]=2)=[CH:23][C:22]([CH:26]=O)=[CH:21][CH:20]=3)=[C:11]2[C:7]=1[CH2:8][NH:9][C:10]2=[O:35])(=[O:4])=[O:3].[NH2:36][CH2:37][CH2:38][C:39]1[CH:44]=[CH:43][CH:42]=[CH:41][N:40]=1.C(O)(=O)C.C(O[BH-](OC(=O)C)OC(=O)C)(=O)C.[Na+], predict the reaction product. The product is: [CH3:1][S:2]([O:5][C:6]1[C:14]([O:15][CH3:16])=[CH:13][C:12]([C:17]2[N:18]([C:28]([O:30][C:31]([CH3:33])([CH3:32])[CH3:34])=[O:29])[C:19]3[C:24]([CH:25]=2)=[CH:23][C:22]([CH2:26][NH:36][CH2:37][CH2:38][C:39]2[CH:44]=[CH:43][CH:42]=[CH:41][N:40]=2)=[CH:21][CH:20]=3)=[C:11]2[C:7]=1[CH2:8][NH:9][C:10]2=[O:35])(=[O:3])=[O:4]. (2) Given the reactants Cl[C:2]1[N:3]=[CH:4][C:5]2[C:10]([C:11]3[CH:16]=[CH:15][CH:14]=[CH:13][CH:12]=3)=[CH:9][S:8][C:6]=2[N:7]=1.[N:17]1([CH2:22][CH2:23][O:24][CH2:25][CH:26]2[CH2:31][CH2:30][NH:29][CH2:28][CH2:27]2)[CH2:21][CH2:20][CH2:19][CH2:18]1.C(=O)([O-])[O-].[K+].[K+], predict the reaction product. The product is: [C:11]1([C:10]2[C:5]3[CH:4]=[N:3][C:2]([N:29]4[CH2:30][CH2:31][CH:26]([CH2:25][O:24][CH2:23][CH2:22][N:17]5[CH2:21][CH2:20][CH2:19][CH2:18]5)[CH2:27][CH2:28]4)=[N:7][C:6]=3[S:8][CH:9]=2)[CH:16]=[CH:15][CH:14]=[CH:13][CH:12]=1. (3) Given the reactants [F:1][C:2]1[CH:18]=[C:17]([N+:19]([O-])=O)[CH:16]=[CH:15][C:3]=1[NH:4][CH2:5][CH2:6][CH2:7][CH2:8][N:9]1[CH2:14][CH2:13][O:12][CH2:11][CH2:10]1.CCOC(C)=O, predict the reaction product. The product is: [F:1][C:2]1[CH:18]=[C:17]([NH2:19])[CH:16]=[CH:15][C:3]=1[NH:4][CH2:5][CH2:6][CH2:7][CH2:8][N:9]1[CH2:14][CH2:13][O:12][CH2:11][CH2:10]1. (4) The product is: [CH3:1][O:2][C:3]1[CH:4]=[C:5]([CH:23]=[CH:24][C:25]=1[O:26][CH3:27])[CH2:6][CH:7]1[C:16]2[C:11](=[C:12]([O:21][CH3:22])[C:13]([O:19][CH3:20])=[C:14]([O:17][CH3:18])[CH:15]=2)[CH2:10][CH2:9][N:8]1[CH2:29][C:30]([NH:33][C@H:34]1[C:42]2[C:37](=[CH:38][CH:39]=[CH:40][CH:41]=2)[CH2:36][C@H:35]1[OH:43])=[O:31]. Given the reactants [CH3:1][O:2][C:3]1[CH:4]=[C:5]([CH:23]=[CH:24][C:25]=1[O:26][CH3:27])[CH2:6][CH:7]1[C:16]2[C:11](=[C:12]([O:21][CH3:22])[C:13]([O:19][CH3:20])=[C:14]([O:17][CH3:18])[CH:15]=2)[CH2:10][CH2:9][NH:8]1.Br[CH2:29][C:30](Br)=[O:31].[NH2:33][C@H:34]1[C:42]2[C:37](=[CH:38][CH:39]=[CH:40][CH:41]=2)[CH2:36][C@H:35]1[OH:43], predict the reaction product. (5) Given the reactants O[C:2]1[CH:6]=[C:5](N2[C:6]3[CH:2]=[C:3]([CH2:21]S(C)(=O)=O)C=C[C:5]=3N=C2)S[C:3]=1[C:21](OC)=O.[Cl:25][C:26]1[C:31]([O:32][Si](C(C)(C)C)(C)C)=[CH:30][CH:29]=[CH:28][C:27]=1[C@@H:40]([OH:42])[CH3:41].C1(P(C2C=CC=CC=2)C2C=CC(N(C)C)=CC=2)C=CC=CC=1.[CH3:78][C:77]([O:76][C:74](/[N:73]=[N:73]/[C:74]([O:76][C:77]([CH3:80])([CH3:79])[CH3:78])=[O:75])=[O:75])([CH3:80])[CH3:79], predict the reaction product. The product is: [Cl:25][C:26]1[C:27]([C@@H:40]([OH:42])[CH3:41])=[CH:28][CH:29]=[CH:30][C:31]=1[O:32][CH:2]1[CH2:6][CH2:5][N:73]([C:74]([O:76][C:77]([CH3:78])([CH3:79])[CH3:80])=[O:75])[CH2:21][CH2:3]1. (6) The product is: [S:31]1[C:27]2[CH:26]=[CH:25][CH:24]=[C:23]([O:22][C:19]3[CH:20]=[CH:21][C:16]([NH:15][C:13]4[C:14]5[N:6]([CH2:5][CH2:4][NH:3][C:38]([C:35]6([C:33]#[N:34])[CH2:37][CH2:36]6)=[O:39])[CH:7]=[CH:8][C:9]=5[N:10]=[CH:11][N:12]=4)=[CH:17][C:18]=3[Cl:32])[C:28]=2[CH:29]=[N:30]1. Given the reactants Cl.Cl.[NH2:3][CH2:4][CH2:5][N:6]1[C:14]2[C:13]([NH:15][C:16]3[CH:21]=[CH:20][C:19]([O:22][C:23]4[C:28]5[CH:29]=[N:30][S:31][C:27]=5[CH:26]=[CH:25][CH:24]=4)=[C:18]([Cl:32])[CH:17]=3)=[N:12][CH:11]=[N:10][C:9]=2[CH:8]=[CH:7]1.[C:33]([C:35]1([C:38](O)=[O:39])[CH2:37][CH2:36]1)#[N:34].ON1C2C=CC=CC=2N=N1.Cl.C(N=C=NCCCN(C)C)C, predict the reaction product.